Predict the product of the given reaction. From a dataset of Forward reaction prediction with 1.9M reactions from USPTO patents (1976-2016). (1) Given the reactants [C:1]1([C:11]2[CH:16]=[CH:15][CH:14]=[CH:13][CH:12]=2)[CH:6]=[CH:5][C:4]([S:7](Cl)(=[O:9])=[O:8])=[CH:3][CH:2]=1.[NH2:17][C:18]1[O:22][N:21]=[C:20]([CH3:23])[C:19]=1[CH3:24], predict the reaction product. The product is: [CH3:23][C:20]1[C:19]([CH3:24])=[C:18]([NH:17][S:7]([C:4]2[CH:5]=[CH:6][C:1]([C:11]3[CH:16]=[CH:15][CH:14]=[CH:13][CH:12]=3)=[CH:2][CH:3]=2)(=[O:9])=[O:8])[O:22][N:21]=1. (2) Given the reactants [C:1]([N:4]1[C:13]2[C:8](=[CH:9][C:10]([C:14]3[CH:15]=[N:16][N:17]([CH2:19][C:20]4[CH:25]=[CH:24][CH:23]=[CH:22][CH:21]=4)[CH:18]=3)=[CH:11][CH:12]=2)[C@H:7]([NH:26]C(=O)OCC2C=CC=CC=2)[C@@H:6]([CH3:37])[C@@H:5]1[CH:38]1[CH2:40][CH2:39]1)(=[O:3])[CH3:2].CCCC[N+](CCCC)(CCCC)CCCC.[F-], predict the reaction product. The product is: [NH2:26][C@H:7]1[C:8]2[C:13](=[CH:12][CH:11]=[C:10]([C:14]3[CH:15]=[N:16][N:17]([CH2:19][C:20]4[CH:21]=[CH:22][CH:23]=[CH:24][CH:25]=4)[CH:18]=3)[CH:9]=2)[N:4]([C:1](=[O:3])[CH3:2])[C@@H:5]([CH:38]2[CH2:40][CH2:39]2)[C@@H:6]1[CH3:37].